From a dataset of Reaction yield outcomes from USPTO patents with 853,638 reactions. Predict the reaction yield, written as a fraction of the theoretical maximum amount of product (1.0 means a 100% yield; for example, 0.34 means a 34% yield). (1) The reactants are [CH:1]([C:3]1[CH:4]=[C:5]([C:21]2[CH:26]=[CH:25][CH:24]=[CH:23][CH:22]=2)[N:6]([S:8]([C:11]2[CH:20]=[CH:19][CH:18]=[CH:17][C:12]=2[C:13]([O:15][CH3:16])=[O:14])(=[O:10])=[O:9])[CH:7]=1)=O.CO.[CH3:29][NH2:30].[BH4-].[Na+].O. The catalyst is CO. The product is [CH3:29][NH:30][CH2:1][C:3]1[CH:4]=[C:5]([C:21]2[CH:26]=[CH:25][CH:24]=[CH:23][CH:22]=2)[N:6]([S:8]([C:11]2[CH:20]=[CH:19][CH:18]=[CH:17][C:12]=2[C:13]([O:15][CH3:16])=[O:14])(=[O:10])=[O:9])[CH:7]=1. The yield is 0.680. (2) The catalyst is ClCCl.C(Cl)(Cl)(Cl)Cl.CO. The yield is 0.210. The product is [F:1][C:2]1[C:20]([O:68][CH3:23])=[CH:6][C:5]2[S:9][C:8]([C:10]3[C:13]([C:15]4[O:64][CH:17]=[CH:18][CH:19]=4)=[N:66][NH:65][C:11]=3[NH2:12])=[N:69][C:4]=2[CH:3]=1. The reactants are [F:1][C:2]1[C:3](OC)=[CH:4][C:5]2[S:9][C:8]([C:10](=[C:13]([C:15]3O[CH:17]=[CH:18][CH:19]=3)O)[C:11]#[N:12])=N[C:6]=2[CH:20]=1.[C:23]1(P(C2C=CC=CC=2)C2C=CC=CC=2)C=CC=CC=1.ClC(C1OC=CC=1)=C(C1SC2C=C(OC)C(F)=CC=2N=1)C#N.[OH2:64].[NH2:65][NH2:66].Cl.[OH-:68].[NH4+:69]. (3) The reactants are Cl[C:2]1[C:3]2[N:4]([C:8]([C:11]3[CH:16]=[CH:15][CH:14]=[CH:13][CH:12]=3)=[N:9][N:10]=2)[CH:5]=[CH:6][N:7]=1.[H][H]. The catalyst is CCO.[Pd]. The product is [C:11]1([C:8]2[N:4]3[CH2:5][CH2:6][NH:7][CH2:2][C:3]3=[N:10][N:9]=2)[CH:12]=[CH:13][CH:14]=[CH:15][CH:16]=1. The yield is 1.00. (4) The reactants are [NH2:1][C:2]1[CH:7]=[CH:6][CH:5]=[C:4]([CH3:8])[N:3]=1.C(N(CC)CC)C.[CH3:16][C:17]([CH3:22])([CH3:21])[C:18](Cl)=[O:19]. The catalyst is ClCCl. The product is [CH3:16][C:17]([CH3:22])([CH3:21])[C:18]([NH:1][C:2]1[CH:7]=[CH:6][CH:5]=[C:4]([CH3:8])[N:3]=1)=[O:19]. The yield is 0.820.